The task is: Predict the product of the given reaction.. This data is from Forward reaction prediction with 1.9M reactions from USPTO patents (1976-2016). (1) Given the reactants [C:1]([O:5][C:6](=[O:30])[N:7]([CH2:9][CH:10]1[CH2:19][C:18](=[O:20])[C:17]2[C:12](=[CH:13][C:14]([S:21]([C:24]3[CH:29]=[CH:28][CH:27]=[CH:26][CH:25]=3)(=[O:23])=[O:22])=[CH:15][CH:16]=2)[O:11]1)[CH3:8])([CH3:4])([CH3:3])[CH3:2].[CH3:31][Mg]Cl, predict the reaction product. The product is: [C:1]([O:5][C:6](=[O:30])[N:7]([CH2:9][CH:10]1[CH2:19][C:18]([OH:20])([CH3:31])[C:17]2[C:12](=[CH:13][C:14]([S:21]([C:24]3[CH:29]=[CH:28][CH:27]=[CH:26][CH:25]=3)(=[O:23])=[O:22])=[CH:15][CH:16]=2)[O:11]1)[CH3:8])([CH3:4])([CH3:2])[CH3:3]. (2) Given the reactants [CH2:1]([N:8]([C@@H:29]([CH2:32][C:33]1[CH:38]=[CH:37][C:36]([S:39]([C:42]2[CH:47]=[CH:46][CH:45]=[CH:44][CH:43]=2)(=[O:41])=[O:40])=[CH:35][CH:34]=1)[CH2:30][OH:31])[CH2:9][C@@H:10]([C:12]1[CH:17]=[CH:16][C:15]([O:18][CH2:19][C:20]2[CH:25]=[CH:24][CH:23]=[CH:22][CH:21]=2)=[C:14]([N+:26]([O-])=O)[CH:13]=1)[OH:11])[C:2]1[CH:7]=[CH:6][CH:5]=[CH:4][CH:3]=1.[Cl-].[NH4+], predict the reaction product. The product is: [CH2:1]([N:8]([CH2:9][C@@H:10]([C:12]1[CH:17]=[CH:16][C:15]([O:18][CH2:19][C:20]2[CH:25]=[CH:24][CH:23]=[CH:22][CH:21]=2)=[C:14]([NH:26][S:39]([CH3:36])(=[O:41])=[O:40])[CH:13]=1)[OH:11])[C@@H:29]([CH2:32][C:33]1[CH:38]=[CH:37][C:36]([S:39]([C:42]2[CH:47]=[CH:46][CH:45]=[CH:44][CH:43]=2)(=[O:41])=[O:40])=[CH:35][CH:34]=1)[CH2:30][OH:31])[C:2]1[CH:7]=[CH:6][CH:5]=[CH:4][CH:3]=1.